Dataset: Full USPTO retrosynthesis dataset with 1.9M reactions from patents (1976-2016). Task: Predict the reactants needed to synthesize the given product. (1) Given the product [ClH:23].[ClH:23].[C:1]1([C:7]2[CH:16]=[CH:15][C:14]3[C:9](=[CH:10][CH:11]=[CH:12][C:13]=3[N:17]3[CH2:22][CH2:21][N:20]([CH2:24][CH2:25][C:26]4[CH:27]=[CH:28][C:29]5[O:34][CH2:33][C:32](=[O:35])[NH:31][C:30]=5[CH:36]=4)[CH2:19][CH2:18]3)[N:8]=2)[CH:2]=[CH:3][CH:4]=[CH:5][CH:6]=1, predict the reactants needed to synthesize it. The reactants are: [C:1]1([C:7]2[CH:16]=[CH:15][C:14]3[C:9](=[CH:10][CH:11]=[CH:12][C:13]=3[N:17]3[CH2:22][CH2:21][NH:20][CH2:19][CH2:18]3)[N:8]=2)[CH:6]=[CH:5][CH:4]=[CH:3][CH:2]=1.[Cl:23][CH2:24][CH2:25][C:26]1[CH:27]=[CH:28][C:29]2[O:34][CH2:33][C:32](=[O:35])[NH:31][C:30]=2[CH:36]=1. (2) The reactants are: [CH3:1][N:2]([CH3:7])[CH2:3][C:4](O)=[O:5].C1CN([P+](ON2N=NC3C=CC=CC2=3)(N2CCCC2)N2CCCC2)CC1.F[P-](F)(F)(F)(F)F.CCN(C(C)C)C(C)C.[NH2:50][C:51]1[CH:52]=[C:53]([C:57]2[N:66]=[C:65]([NH:67][C:68]3[CH:69]=[C:70]4[C:74](=[CH:75][CH:76]=3)[N:73]([C:77]([O:79][C:80]([CH3:83])([CH3:82])[CH3:81])=[O:78])[N:72]=[CH:71]4)[C:64]3[C:59](=[CH:60][CH:61]=[CH:62][CH:63]=3)[N:58]=2)[CH:54]=[CH:55][CH:56]=1. Given the product [CH3:1][N:2]([CH3:7])[CH2:3][C:4]([NH:50][C:51]1[CH:52]=[C:53]([C:57]2[N:66]=[C:65]([NH:67][C:68]3[CH:69]=[C:70]4[C:74](=[CH:75][CH:76]=3)[N:73]([C:77]([O:79][C:80]([CH3:83])([CH3:82])[CH3:81])=[O:78])[N:72]=[CH:71]4)[C:64]3[C:59](=[CH:60][CH:61]=[CH:62][CH:63]=3)[N:58]=2)[CH:54]=[CH:55][CH:56]=1)=[O:5], predict the reactants needed to synthesize it. (3) Given the product [I:19][C@H:6]1[CH2:10][CH2:9][C@H:8]([NH:11][C:12](=[O:18])[O:13][C:14]([CH3:17])([CH3:16])[CH3:15])[CH2:7]1, predict the reactants needed to synthesize it. The reactants are: CS(O[C@@H:6]1[CH2:10][CH2:9][C@H:8]([NH:11][C:12](=[O:18])[O:13][C:14]([CH3:17])([CH3:16])[CH3:15])[CH2:7]1)(=O)=O.[I-:19].[Na+]. (4) Given the product [CH3:1][N:2]1[CH:6]=[C:5]([C:7]([Cl:13])=[O:9])[CH:4]=[N:3]1, predict the reactants needed to synthesize it. The reactants are: [CH3:1][N:2]1[CH:6]=[C:5]([C:7]([OH:9])=O)[CH:4]=[N:3]1.C(Cl)(=O)C([Cl:13])=O.CN(C=O)C. (5) Given the product [Cl:1][C:2]1[CH:12]=[C:11]([F:13])[C:10]([F:14])=[CH:9][C:3]=1[C:4]([NH:6][C:7]([NH:15][C:16]1[CH:17]=[C:18]([C:23]2[NH:28][C:27](=[O:29])[C:26]([CH3:30])=[N:25][N:24]=2)[CH:19]=[CH:20][C:21]=1[Cl:22])=[O:8])=[O:5], predict the reactants needed to synthesize it. The reactants are: [Cl:1][C:2]1[CH:12]=[C:11]([F:13])[C:10]([F:14])=[CH:9][C:3]=1[C:4]([N:6]=[C:7]=[O:8])=[O:5].[NH2:15][C:16]1[CH:17]=[C:18]([C:23]2[NH:28][C:27](=[O:29])[C:26]([CH3:30])=[N:25][N:24]=2)[CH:19]=[CH:20][C:21]=1[Cl:22]. (6) Given the product [NH:11]([C:8]1[S:7][C:6]([CH2:5][CH2:4][C:3]([OH:20])=[O:2])=[N:10][N:9]=1)[C:12]([NH2:14])=[S:13], predict the reactants needed to synthesize it. The reactants are: C[O:2][C:3](=[O:20])[CH:4](C(OCC)=O)[CH2:5][C:6]1[S:7][C:8]([NH:11][C:12]([NH2:14])=[S:13])=[N:9][N:10]=1.Cl. (7) Given the product [CH3:25][CH:23]([Si:19]([CH:20]([CH3:22])[CH3:21])([CH:26]([CH3:28])[CH3:27])[O:18][CH2:17][C:16]#[C:15][C:14]1[N:13]2[C:8]([CH:9]=[CH:10][CH:11]=[CH:12]2)=[CH:7][C:6]=1[CH:4]([NH2:1])[CH3:5])[CH3:24], predict the reactants needed to synthesize it. The reactants are: [N:1]([CH:4]([C:6]1[CH:7]=[C:8]2[N:13]([C:14]=1[C:15]#[C:16][CH2:17][O:18][Si:19]([CH:26]([CH3:28])[CH3:27])([CH:23]([CH3:25])[CH3:24])[CH:20]([CH3:22])[CH3:21])[CH:12]=[CH:11][CH:10]=[CH:9]2)[CH3:5])=[N+]=[N-]. (8) Given the product [CH2:11]([C:7]1[C:6]([CH2:15][NH:16][C:17](=[O:23])[O:18][C:19]([CH3:22])([CH3:21])[CH3:20])=[C:5]([C:24]2[CH:29]=[CH:28][C:27]([CH3:30])=[CH:26][CH:25]=2)[C:4]([CH2:3][C:1]2[NH:47][N:46]=[N:45][N:2]=2)=[C:9]([CH3:10])[N:8]=1)[CH:12]([CH3:13])[CH3:14], predict the reactants needed to synthesize it. The reactants are: [C:1]([CH2:3][C:4]1[C:5]([C:24]2[CH:29]=[CH:28][C:27]([CH3:30])=[CH:26][CH:25]=2)=[C:6]([CH2:15][NH:16][C:17](=[O:23])[O:18][C:19]([CH3:22])([CH3:21])[CH3:20])[C:7]([CH2:11][CH:12]([CH3:14])[CH3:13])=[N:8][C:9]=1[CH3:10])#[N:2].C([Sn](=O)CCCC)CCC.C[Si]([N:45]=[N+:46]=[N-:47])(C)C.O.